From a dataset of Forward reaction prediction with 1.9M reactions from USPTO patents (1976-2016). Predict the product of the given reaction. (1) Given the reactants [N:1]1[CH:6]=[CH:5][CH:4]=[CH:3][C:2]=1[C:7]1(C(O)=O)[CH2:10][CH2:9][CH2:8]1.CC[N:16]([CH2:19]C)CC.C1(P(N=[N+]=[N-])(C2C=CC=CC=2)=[O:28])C=CC=CC=1.[CH3:38][C:39]([OH:42])([CH3:41])[CH3:40], predict the reaction product. The product is: [C:39]([O:42][C:19](=[O:28])[NH:16][C:7]1([C:2]2[CH:3]=[CH:4][CH:5]=[CH:6][N:1]=2)[CH2:8][CH2:9][CH2:10]1)([CH3:41])([CH3:40])[CH3:38]. (2) The product is: [Cl:55][C:52]1[CH:51]=[N:50][C:49]([C:46]2([N:42]3[CH2:41][C@H:40]([C@:23]45[CH2:35][C:34](=[O:36])[C:33]([CH:37]([CH3:38])[CH3:39])=[C:24]4[C@@H:25]4[C@@:20]([CH3:56])([CH2:21][CH2:22]5)[C@@:19]5([CH3:57])[C@@H:28]([C@:29]6([CH3:32])[C@@H:16]([CH2:17][CH2:18]5)[C:15]([CH3:58])([CH3:59])[C@@H:14]([O:13][C:11](=[O:12])[CH2:10][C:2]([CH3:1])([CH3:60])[C:3]([OH:5])=[O:4])[CH2:31][CH2:30]6)[CH2:27][CH2:26]4)[O:44][C:43]3=[O:45])[CH2:48][CH2:47]2)=[N:54][CH:53]=1. Given the reactants [CH3:1][C:2]([CH3:60])([CH2:10][C:11]([O:13][C@H:14]1[CH2:31][CH2:30][C@@:29]2([CH3:32])[C@@H:16]([CH2:17][CH2:18][C@:19]3([CH3:57])[C@@H:28]2[CH2:27][CH2:26][C@H:25]2[C@@:20]3([CH3:56])[CH2:21][CH2:22][C@@:23]3([C@@H:40]4[O:44][C:43](=[O:45])[N:42]([C:46]5([C:49]6[N:54]=[CH:53][C:52]([Cl:55])=[CH:51][N:50]=6)[CH2:48][CH2:47]5)[CH2:41]4)[CH2:35][C:34](=[O:36])[C:33]([CH:37]([CH3:39])[CH3:38])=[C:24]32)[C:15]1([CH3:59])[CH3:58])=[O:12])[C:3]([O:5]C(C)(C)C)=[O:4].C(O)(C(F)(F)F)=O, predict the reaction product. (3) Given the reactants [F:1][C@H:2]1[C@@H:7]([O:8][C:9]2[N:14]=[CH:13][N:12]=[C:11]([N:15]3[C:23]4[C:18](=[N:19][CH:20]=[CH:21][CH:22]=4)[CH2:17][CH2:16]3)[C:10]=2[CH3:24])[CH2:6][CH2:5][NH:4][CH2:3]1.C(N(CC)CC)C.[C:32](=O)([O:38]C1C=CC([N+]([O-])=O)=CC=1)[O:33][C:34]1([CH3:37])[CH2:36][CH2:35]1, predict the reaction product. The product is: [N:15]1([C:11]2[N:12]=[CH:13][N:14]=[C:9]([O:8][C@H:7]3[CH2:6][CH2:5][N:4]([C:32]([O:33][C:34]4([CH3:37])[CH2:36][CH2:35]4)=[O:38])[CH2:3][C@H:2]3[F:1])[C:10]=2[CH3:24])[C:23]2[C:18](=[N:19][CH:20]=[CH:21][CH:22]=2)[CH2:17][CH2:16]1. (4) Given the reactants [C:1]([OH:9])(=[O:8])[C:2]1[CH:7]=[CH:6][CH:5]=[CH:4][CH:3]=1.[OH-].[K+].Cl[CH:13]([C:17](=[O:19])[CH3:18])[C:14](=[O:16])[CH3:15], predict the reaction product. The product is: [C:1]([O:9][CH:13]([C:17](=[O:19])[CH3:18])[C:14](=[O:16])[CH3:15])(=[O:8])[C:2]1[CH:7]=[CH:6][CH:5]=[CH:4][CH:3]=1. (5) Given the reactants [N:1]1[CH:6]=[CH:5][CH:4]=[CH:3][C:2]=1[NH:7][C@@H:8]1[CH2:13][CH2:12][C@H:11]([C:14]([OH:16])=O)[CH2:10][CH2:9]1.[NH3:17].C1COCC1, predict the reaction product. The product is: [N:1]1[CH:6]=[CH:5][CH:4]=[CH:3][C:2]=1[NH:7][C@@H:8]1[CH2:13][CH2:12][C@H:11]([C:14]([NH2:17])=[O:16])[CH2:10][CH2:9]1. (6) Given the reactants [Cl:1][C:2]1[CH:7]=[C:6]([Cl:8])[CH:5]=[CH:4][C:3]=1[C:9]1[C:27](=[O:28])[N:26]([CH3:29])[C:12]2[N:13]([CH3:25])[C:14]3[C:19]([C:11]=2[CH:10]=1)=[CH:18][C:17]([C:20]1[CH:24]=[CH:23][NH:22][N:21]=1)=[CH:16][CH:15]=3.[CH3:30][O:31][CH2:32][C:33](Cl)=[O:34], predict the reaction product. The product is: [Cl:1][C:2]1[CH:7]=[C:6]([Cl:8])[CH:5]=[CH:4][C:3]=1[C:9]1[C:27](=[O:28])[N:26]([CH3:29])[C:12]2[N:13]([CH3:25])[C:14]3[C:19]([C:11]=2[CH:10]=1)=[CH:18][C:17]([C:20]1[CH:24]=[CH:23][N:22]([C:33](=[O:34])[CH2:32][O:31][CH3:30])[N:21]=1)=[CH:16][CH:15]=3. (7) Given the reactants Cl[C:2]1[CH:7]=[C:6]([C:8]([F:11])([F:10])[F:9])[CH:5]=[CH:4][N:3]=1.B([O-])([O-])O[CH:14]1[CH2:16][CH2:15]1.C(=O)([O-])[O-].[K+].[K+].[Cl-].[NH4+], predict the reaction product. The product is: [CH:14]1([C:2]2[CH:7]=[C:6]([C:8]([F:11])([F:10])[F:9])[CH:5]=[CH:4][N:3]=2)[CH2:16][CH2:15]1.